Dataset: Catalyst prediction with 721,799 reactions and 888 catalyst types from USPTO. Task: Predict which catalyst facilitates the given reaction. (1) Reactant: [Cl:1][C:2]1[CH:3]=[C:4]([C@@H:8]2[C@@H:13]([C:14]3[CH:19]=[CH:18][C:17]([Cl:20])=[CH:16][CH:15]=3)[N:12](C(CCCO)CO)[C:11](=[O:28])[CH2:10][CH2:9]2)[CH:5]=[CH:6][CH:7]=1.[C:29]1(P(C2C=CC=CC=2)C2C=CC=CC=2)C=CC=C[CH:30]=1.N([C:56]([O:58][CH:59]([CH3:61])C)=O)=N[C:56]([O:58][CH:59](C)[CH3:61])=O. Product: [Cl:1][C:2]1[CH:3]=[C:4]([C@@H:8]2[C@@H:13]([C:14]3[CH:15]=[CH:16][C:17]([Cl:20])=[CH:18][CH:19]=3)[N:12]([CH:61]3[CH2:30][CH2:29][CH2:56][O:58][CH2:59]3)[C:11](=[O:28])[CH2:10][CH2:9]2)[CH:5]=[CH:6][CH:7]=1. The catalyst class is: 49. (2) Product: [F:19][C:20]1[CH:28]=[C:27]([C:29]#[N:30])[CH:26]=[CH:25][C:21]=1[C:22]([NH:16][C:11]1[C:10]([NH:9][C:7](=[O:8])[C:6]2[CH:5]=[CH:4][C:3]([O:2][CH3:1])=[CH:18][CH:17]=2)=[CH:15][CH:14]=[CH:13][CH:12]=1)=[O:23]. The catalyst class is: 3. Reactant: [CH3:1][O:2][C:3]1[CH:18]=[CH:17][C:6]([C:7]([NH:9][C:10]2[C:11]([NH2:16])=[CH:12][CH:13]=[CH:14][CH:15]=2)=[O:8])=[CH:5][CH:4]=1.[F:19][C:20]1[CH:28]=[C:27]([C:29]#[N:30])[CH:26]=[CH:25][C:21]=1[C:22](O)=[O:23].C(N(CC)C(C)C)(C)C.C(Cl)CCl. (3) Reactant: [F:1][C:2]([F:36])([F:35])[C:3]1[CH:4]=[C:5]([C:13]([CH3:34])([CH3:33])[C:14]([N:16]([C:18]2[CH:19]=[N:20][C:21](Cl)=[CH:22][C:23]=2[C:24]2[CH:29]=[CH:28][C:27]([F:30])=[CH:26][C:25]=2[CH3:31])[CH3:17])=[O:15])[CH:6]=[C:7]([C:9]([F:12])([F:11])[F:10])[CH:8]=1.[S:37]1(=[O:47])(=[O:46])[N:41]2[CH2:42][CH2:43][NH:44][CH2:45][CH:40]2[CH2:39][CH2:38]1.C(=O)([O-])[O-].[K+].[K+].[NH4+].[Cl-]. Product: [F:1][C:2]([F:36])([F:35])[C:3]1[CH:4]=[C:5]([C:13]([CH3:34])([CH3:33])[C:14]([N:16]([C:18]2[CH:19]=[N:20][C:21]([N:44]3[CH2:43][CH2:42][N:41]4[S:37](=[O:47])(=[O:46])[CH2:38][CH2:39][CH:40]4[CH2:45]3)=[CH:22][C:23]=2[C:24]2[CH:29]=[CH:28][C:27]([F:30])=[CH:26][C:25]=2[CH3:31])[CH3:17])=[O:15])[CH:6]=[C:7]([C:9]([F:12])([F:11])[F:10])[CH:8]=1. The catalyst class is: 16. (4) Reactant: [Cl:1][C:2]1[CH:7]=[C:6]([CH3:8])[CH:5]=[CH:4][C:3]=1[OH:9].[H-].[Na+].FC(F)(F)S(O[C:18]1[C:27]2[C:26](=[O:28])[N:25]([CH2:29][C:30]3[CH:35]=[CH:34][C:33]([O:36][CH3:37])=[CH:32][CH:31]=3)[C:24](=[O:38])[N:23]([C:39]3[CH:44]=[CH:43][C:42]([I:45])=[CH:41][C:40]=3[F:46])[C:22]=2[N:21]([CH3:47])[C:20](=[O:48])[CH:19]=1)(=O)=O. The catalyst class is: 7. Product: [Cl:1][C:2]1[CH:7]=[C:6]([CH3:8])[CH:5]=[CH:4][C:3]=1[O:9][C:18]1[C:27]2[C:26](=[O:28])[N:25]([CH2:29][C:30]3[CH:31]=[CH:32][C:33]([O:36][CH3:37])=[CH:34][CH:35]=3)[C:24](=[O:38])[N:23]([C:39]3[CH:44]=[CH:43][C:42]([I:45])=[CH:41][C:40]=3[F:46])[C:22]=2[N:21]([CH3:47])[C:20](=[O:48])[CH:19]=1. (5) Reactant: [Si]([O:8][CH2:9][CH2:10][C:11]1[CH:16]=[CH:15][CH:14]=[CH:13][C:12]=1[C:17]([C:19]1[CH:23]=[C:22]([CH:24]2[O:28][CH2:27][CH2:26][O:25]2)[S:21][C:20]=1[CH3:29])=[O:18])(C(C)(C)C)(C)C.C1(C)C=CC=CC=1. Product: [O:25]1[CH2:26][CH2:27][O:28][CH:24]1[C:22]1[S:21][C:20]([CH3:29])=[C:19]([C@H:17]([OH:18])[C:12]2[CH:13]=[CH:14][CH:15]=[CH:16][C:11]=2[CH2:10][CH2:9][OH:8])[CH:23]=1. The catalyst class is: 1. (6) Reactant: [N:1]1[C:5]2[CH:6]=[CH:7][C:8]([C:10]([OH:12])=[O:11])=[CH:9][C:4]=2[NH:3][CH:2]=1.C(=O)([O-])[O-].[K+].[K+].[CH3:19][C:20]1[CH:27]=[CH:26][CH:25]=[C:24]([CH3:28])[C:21]=1[CH2:22]Cl. Product: [CH3:19][C:20]1[CH:27]=[CH:26][CH:25]=[C:24]([CH3:28])[C:21]=1[CH2:22][N:3]1[C:4]2[CH:9]=[C:8]([C:10]([O:12][CH2:22][C:21]3[C:24]([CH3:28])=[CH:25][CH:26]=[CH:27][C:20]=3[CH3:19])=[O:11])[CH:7]=[CH:6][C:5]=2[N:1]=[CH:2]1. The catalyst class is: 9. (7) Reactant: [Cl-].O[NH3+:3].[C:4](=[O:7])([O-])[OH:5].[Na+].CS(C)=O.[Si]([O:20][C:21]1([CH2:24][O:25][C@H:26]2[CH2:31][CH2:30][C@H:29]([N:32]3[C:37](=[O:38])[C:36]([CH2:39][C:40]4[CH:45]=[CH:44][C:43]([C:46]5[C:47]([C:52]#[N:53])=[CH:48][CH:49]=[CH:50][CH:51]=5)=[CH:42][CH:41]=4)=[C:35]([CH2:54][CH2:55][CH3:56])[N:34]4[N:57]=[C:58]([CH3:60])[N:59]=[C:33]34)[CH2:28][CH2:27]2)[CH2:23][CH2:22]1)(C(C)(C)C)(C)C. Product: [OH:20][C:21]1([CH2:24][O:25][C@H:26]2[CH2:27][CH2:28][C@H:29]([N:32]3[C:37](=[O:38])[C:36]([CH2:39][C:40]4[CH:41]=[CH:42][C:43]([C:46]5[CH:51]=[CH:50][CH:49]=[CH:48][C:47]=5[C:52]5[NH:3][C:4](=[O:7])[O:5][N:53]=5)=[CH:44][CH:45]=4)=[C:35]([CH2:54][CH2:55][CH3:56])[N:34]4[N:57]=[C:58]([CH3:60])[N:59]=[C:33]34)[CH2:30][CH2:31]2)[CH2:23][CH2:22]1. The catalyst class is: 69. (8) Reactant: Cl[C:2]1[N:7]=[C:6]([NH:8][C@H:9]([C:13]2[C:18]([F:19])=[CH:17][C:16]([F:20])=[CH:15][N:14]=2)[CH2:10][O:11][CH3:12])[N:5]=[C:4]([NH:21][C:22]2[N:23]=[CH:24][N:25]([CH3:27])[CH:26]=2)[N:3]=1.[NH:28]1[CH2:33][CH2:32][O:31][CH2:30][CH2:29]1. Product: [F:19][C:18]1[C:13]([C@@H:9]([NH:8][C:6]2[N:5]=[C:4]([NH:21][C:22]3[N:23]=[CH:24][N:25]([CH3:27])[CH:26]=3)[N:3]=[C:2]([N:28]3[CH2:33][CH2:32][O:31][CH2:30][CH2:29]3)[N:7]=2)[CH2:10][O:11][CH3:12])=[N:14][CH:15]=[C:16]([F:20])[CH:17]=1. The catalyst class is: 8. (9) Product: [I:1][C:2]1[CH:3]=[CH:4][C:5]2[N:6]([C:8]([N+:11]([O-:13])=[O:12])=[CH:9][N:10]=2)[CH:7]=1. Reactant: [I:1][C:2]1[CH:3]=[CH:4][C:5]2[N:6]([CH:8]=[CH:9][N:10]=2)[CH:7]=1.[N+:11]([O-])([OH:13])=[O:12].[OH-].[K+]. The catalyst class is: 65.